Dataset: Peptide-MHC class I binding affinity with 185,985 pairs from IEDB/IMGT. Task: Regression. Given a peptide amino acid sequence and an MHC pseudo amino acid sequence, predict their binding affinity value. This is MHC class I binding data. (1) The peptide sequence is ATVSADPL. The MHC is HLA-A02:06 with pseudo-sequence HLA-A02:06. The binding affinity (normalized) is 0.0780. (2) The peptide sequence is QDNQWSYKI. The MHC is Mamu-B1001 with pseudo-sequence Mamu-B1001. The binding affinity (normalized) is 0.